From a dataset of NCI-60 drug combinations with 297,098 pairs across 59 cell lines. Regression. Given two drug SMILES strings and cell line genomic features, predict the synergy score measuring deviation from expected non-interaction effect. Drug 1: C1CC(C1)(C(=O)O)C(=O)O.[NH2-].[NH2-].[Pt+2]. Drug 2: CC(C)NC(=O)C1=CC=C(C=C1)CNNC.Cl. Cell line: SN12C. Synergy scores: CSS=10.2, Synergy_ZIP=-0.862, Synergy_Bliss=3.10, Synergy_Loewe=1.33, Synergy_HSA=-0.206.